This data is from Forward reaction prediction with 1.9M reactions from USPTO patents (1976-2016). The task is: Predict the product of the given reaction. (1) Given the reactants C[Si]([N-][Si](C)(C)C)(C)C.[Li+].[C:11]([C:14]1[N:15]=[N:16][CH:17]=[CH:18][CH:19]=1)(=[O:13])[CH3:12].[C:20](OC)(=[O:25])[C:21]([O:23][CH3:24])=[O:22], predict the reaction product. The product is: [CH3:24][O:23][C:21](=[O:22])[C:20](=[O:25])[CH2:12][C:11]([C:14]1[N:15]=[N:16][CH:17]=[CH:18][CH:19]=1)=[O:13]. (2) Given the reactants [O:1]1[C:5]2[CH:6]=[CH:7][CH:8]=[CH:9][C:4]=2[N:3]=[C:2]1C1C=CC(O)=CC=1, predict the reaction product. The product is: [O:1]1[C:5]2[CH:6]=[CH:7][CH:8]=[CH:9][C:4]=2[N:3]=[CH:2]1. (3) Given the reactants [CH2:1]([O:3][C:4](=[O:42])[CH2:5][C:6]1[CH:11]=[CH:10][CH:9]=[C:8]([O:12][C:13]2[CH:18]=[CH:17][C:16](B3OC(C)(C)C(C)(C)O3)=[CH:15][C:14]=2[CH2:28][N:29]2[C@@H:33]([CH3:34])[C@@H:32]([C:35]3[CH:40]=[CH:39][CH:38]=[CH:37][CH:36]=3)[O:31][C:30]2=[O:41])[CH:7]=1)[CH3:2].Br[C:44]1[CH:49]=[CH:48][CH:47]=[CH:46][N:45]=1.C(=O)([O-])[O-].[K+].[K+], predict the reaction product. The product is: [CH2:1]([O:3][C:4](=[O:42])[CH2:5][C:6]1[CH:11]=[CH:10][CH:9]=[C:8]([O:12][C:13]2[CH:18]=[CH:17][C:16]([C:44]3[CH:49]=[CH:48][CH:47]=[CH:46][N:45]=3)=[CH:15][C:14]=2[CH2:28][N:29]2[C@@H:33]([CH3:34])[C@@H:32]([C:35]3[CH:40]=[CH:39][CH:38]=[CH:37][CH:36]=3)[O:31][C:30]2=[O:41])[CH:7]=1)[CH3:2]. (4) Given the reactants [Cl:1][C:2]1[CH:24]=[CH:23][CH:22]=[CH:21][C:3]=1[O:4][C:5]1[CH2:9][N:8]([CH:10]([CH2:14][C@H:15]2[CH2:18][C@@H:17]([CH3:19])[CH2:16]2)[C:11]([OH:13])=O)[C:7](=[O:20])[CH:6]=1.[C:25](Cl)(=O)C(Cl)=O.Cl.[OH:32][C@@H:33]([CH2:63]O)[CH2:34][N:35]1[CH:39]=[CH:38][C:37]([NH:40]C(=O)[C@@H](N2CC(OC3C=CC=C(Cl)C=3Cl)=CC2=O)CC(C)C)=[N:36]1.N1C(C)=CC=CC=1C, predict the reaction product. The product is: [Cl:1][C:2]1[CH:24]=[CH:23][CH:22]=[CH:21][C:3]=1[O:4][C:5]1[CH2:9][N:8]([CH:10]([CH2:14][C@H:15]2[CH2:16][C@@H:17]([CH3:19])[CH2:18]2)[C:11]([NH:40][C:37]2[CH:38]=[CH:39][N:35]([CH2:34][C:33]([OH:32])([CH3:63])[CH3:25])[N:36]=2)=[O:13])[C:7](=[O:20])[CH:6]=1. (5) Given the reactants [CH2:1]([C:5]1[O:9][C:8]([NH:10][C@H:11]([C:15]([O:17]C)=[O:16])[CH:12]([CH3:14])[CH3:13])=[N:7][N:6]=1)[CH2:2][CH:3]=[CH2:4].[Li+].[OH-].Cl, predict the reaction product. The product is: [CH2:1]([C:5]1[O:9][C:8]([NH:10][C@H:11]([C:15]([OH:17])=[O:16])[CH:12]([CH3:14])[CH3:13])=[N:7][N:6]=1)[CH2:2][CH:3]=[CH2:4]. (6) Given the reactants [CH3:1][C:2]([CH3:22])=[CH:3][C:4]([NH:6][C:7]1[CH:12]=[CH:11][CH:10]=[C:9](B2OC(C)(C)C(C)(C)O2)[CH:8]=1)=[O:5].I[C:24]1[C:28]([CH:29]=[O:30])=[CH:27][N:26]([CH:31]2[CH2:36][CH2:35][CH2:34][CH2:33][O:32]2)[N:25]=1.C([O-])(O)=O.[Na+].O, predict the reaction product. The product is: [CH:29]([C:28]1[C:24]([C:9]2[CH:8]=[C:7]([NH:6][C:4](=[O:5])[CH:3]=[C:2]([CH3:1])[CH3:22])[CH:12]=[CH:11][CH:10]=2)=[N:25][N:26]([CH:31]2[CH2:36][CH2:35][CH2:34][CH2:33][O:32]2)[CH:27]=1)=[O:30]. (7) Given the reactants [F:1][C:2]1[CH:10]=[CH:9][CH:8]=[C:7]2[C:3]=1[CH:4]=[C:5]([C:11]1[C:16](=[O:17])[N:15]([CH3:18])[CH:14]=[C:13]([C:19]3[C:20]([N:39]([CH3:44])[S:40]([CH3:43])(=[O:42])=[O:41])=[CH:21][C:22]4[O:26][C:25]([C:27]5[CH:32]=[CH:31][C:30]([F:33])=[CH:29][CH:28]=5)=[C:24]([C:34]([NH:36][CH3:37])=[O:35])[C:23]=4[CH:38]=3)[CH:12]=1)[NH:6]2.CI.[C:47]([O-])([O-])=O.[Cs+].[Cs+], predict the reaction product. The product is: [F:1][C:2]1[CH:10]=[CH:9][CH:8]=[C:7]2[C:3]=1[CH:4]=[C:5]([C:11]1[C:16](=[O:17])[N:15]([CH3:18])[CH:14]=[C:13]([C:19]3[C:20]([N:39]([CH3:44])[S:40]([CH3:43])(=[O:41])=[O:42])=[CH:21][C:22]4[O:26][C:25]([C:27]5[CH:28]=[CH:29][C:30]([F:33])=[CH:31][CH:32]=5)=[C:24]([C:34]([NH:36][CH3:37])=[O:35])[C:23]=4[CH:38]=3)[CH:12]=1)[N:6]2[CH3:47]. (8) Given the reactants Br[CH2:2][CH2:3][CH2:4][CH2:5][CH2:6][C:7]1[CH:12]=[CH:11][C:10]([O:13][CH2:14][C:15]2[CH:20]=[CH:19][CH:18]=[CH:17][CH:16]=2)=[CH:9][CH:8]=1.[O-:21][S:22]([O-:24])=[O:23].[Na+:25].[Na+].CCO, predict the reaction product. The product is: [Na+:25].[CH2:14]([O:13][C:10]1[CH:11]=[CH:12][C:7]([CH2:6][CH2:5][CH2:4][CH2:3][CH2:2][S:22]([O-:24])(=[O:23])=[O:21])=[CH:8][CH:9]=1)[C:15]1[CH:20]=[CH:19][CH:18]=[CH:17][CH:16]=1. (9) The product is: [NH2:1][CH:4]1[CH2:10][CH2:9][CH2:8][N:7]([C:11]([O:13][CH2:14][C:15]2[CH:20]=[CH:19][CH:18]=[CH:17][CH:16]=2)=[O:12])[CH2:6][CH:5]1[OH:21]. Given the reactants [N:1]([CH:4]1[CH2:10][CH2:9][CH2:8][N:7]([C:11]([O:13][CH2:14][C:15]2[CH:20]=[CH:19][CH:18]=[CH:17][CH:16]=2)=[O:12])[CH2:6][CH:5]1[OH:21])=[N+]=[N-].C1C=CC(P(C2C=CC=CC=2)C2C=CC=CC=2)=CC=1, predict the reaction product.